This data is from Reaction yield outcomes from USPTO patents with 853,638 reactions. The task is: Predict the reaction yield, written as a fraction of the theoretical maximum amount of product (1.0 means a 100% yield; for example, 0.34 means a 34% yield). (1) The reactants are [NH2:1][C:2]1[C:28]([CH3:29])=[C:27]([CH3:30])[C:5]([O:6][CH2:7][C:8]([N:10]([CH:12]2[CH2:17][CH2:16][N:15]([CH2:18][C:19]3[CH:24]=[CH:23][C:22]([C:25]#[N:26])=[CH:21][CH:20]=3)[CH2:14][CH2:13]2)[CH3:11])=[O:9])=[C:4]([CH3:31])[C:3]=1[CH3:32].OO.[OH-].[Na+].C(=O)([O-])[OH:38].[Na+]. The catalyst is CO. The product is [NH2:1][C:2]1[C:3]([CH3:32])=[C:4]([CH3:31])[C:5]([O:6][CH2:7][C:8]([N:10]([CH3:11])[CH:12]2[CH2:13][CH2:14][N:15]([CH2:18][C:19]3[CH:20]=[CH:21][C:22]([C:25]([NH2:26])=[O:38])=[CH:23][CH:24]=3)[CH2:16][CH2:17]2)=[O:9])=[C:27]([CH3:30])[C:28]=1[CH3:29]. The yield is 0.770. (2) The reactants are [NH2:1][C:2]1[CH:7]=[C:6]([CH2:8][O:9][C:10]2[C:19]3[C:14](=[CH:15][CH:16]=[CH:17][CH:18]=3)[C:13]([N+:20]([O-])=O)=[CH:12][CH:11]=2)[CH:5]=[CH:4][N:3]=1.[H][H]. The catalyst is CO.CC(O)=O.[Pt]. The product is [NH2:1][C:2]1[CH:7]=[C:6]([CH2:8][O:9][C:10]2[C:19]3[C:14](=[CH:15][CH:16]=[CH:17][CH:18]=3)[C:13]([NH2:20])=[CH:12][CH:11]=2)[CH:5]=[CH:4][N:3]=1. The yield is 0.940. (3) The reactants are [F:1][C:2]1[CH:41]=[CH:40][C:5]([CH2:6][N:7]2[C:19]3[CH:18]=[C:17](B4OC(C)(C)C(C)(C)O4)[CH:16]=[C:15]([C:29]([NH2:31])=[O:30])[C:14]=3[C:13]3[C:8]2=[CH:9][CH:10]=[C:11]([C:32]([N:34]2[CH2:39][CH2:38][O:37][CH2:36][CH2:35]2)=[O:33])[CH:12]=3)=[CH:4][CH:3]=1.Br[C:43]1[C:44]([CH3:48])=[N:45][O:46][CH:47]=1.IC1C=NOC=1C.P([O-])([O-])([O-])=O.[K+].[K+].[K+]. The catalyst is C1COCC1. The product is [F:1][C:2]1[CH:3]=[CH:4][C:5]([CH2:6][N:7]2[C:19]3[CH:18]=[C:17]([C:43]4[C:44]([CH3:48])=[N:45][O:46][CH:47]=4)[CH:16]=[C:15]([C:29]([NH2:31])=[O:30])[C:14]=3[C:13]3[C:8]2=[CH:9][CH:10]=[C:11]([C:32]([N:34]2[CH2:35][CH2:36][O:37][CH2:38][CH2:39]2)=[O:33])[CH:12]=3)=[CH:40][CH:41]=1. The yield is 0.380. (4) The reactants are Br[C:2]1[CH:3]=[C:4]([CH2:8][CH2:9][CH2:10][N:11]2[C:19](=[O:20])[C:18]3[NH:17][C:16]([Cl:21])=[N:15][C:14]=3[N:13]([CH2:22][CH2:23][CH2:24][CH2:25][CH3:26])[C:12]2=[O:27])[CH:5]=[CH:6][CH:7]=1.Cl.CN(C)CC(O)=O.[C:36]1([OH:42])[CH:41]=[CH:40][CH:39]=[CH:38][CH:37]=1.C(=O)([O-])[O-].[Cs+].[Cs+]. The catalyst is O1CCOCC1.[Cu]I. The product is [Cl:21][C:16]1[NH:17][C:18]2[C:19](=[O:20])[N:11]([CH2:10][CH2:9][CH2:8][C:4]3[CH:5]=[CH:6][CH:7]=[C:2]([O:42][C:36]4[CH:41]=[CH:40][CH:39]=[CH:38][CH:37]=4)[CH:3]=3)[C:12](=[O:27])[N:13]([CH2:22][CH2:23][CH2:24][CH2:25][CH3:26])[C:14]=2[N:15]=1. The yield is 0.420. (5) The reactants are CC1(C)C(C)(C)OB([C:9]2[CH:14]=[CH:13][CH:12]=[CH:11][C:10]=2[S:15]([NH:18][CH:19]([CH3:21])[CH3:20])(=[O:17])=[O:16])O1.[N+:23]([C:26]1[C:31](OS(C(F)(F)F)(=O)=O)=[CH:30][CH:29]=[CH:28][N:27]=1)([O-:25])=[O:24].C([O-])([O-])=O.[Cs+].[Cs+]. The catalyst is O1CCOCC1.C1C=CC([P]([Pd]([P](C2C=CC=CC=2)(C2C=CC=CC=2)C2C=CC=CC=2)([P](C2C=CC=CC=2)(C2C=CC=CC=2)C2C=CC=CC=2)[P](C2C=CC=CC=2)(C2C=CC=CC=2)C2C=CC=CC=2)(C2C=CC=CC=2)C2C=CC=CC=2)=CC=1. The product is [N+:23]([C:26]1[C:31]([C:9]2[CH:14]=[CH:13][CH:12]=[CH:11][C:10]=2[S:15]([NH:18][CH:19]([CH3:20])[CH3:21])(=[O:16])=[O:17])=[CH:30][CH:29]=[CH:28][N:27]=1)([O-:25])=[O:24]. The yield is 0.470.